From a dataset of Catalyst prediction with 721,799 reactions and 888 catalyst types from USPTO. Predict which catalyst facilitates the given reaction. (1) Reactant: [F:1][C:2]1[CH:7]=[CH:6][C:5]([N:8]=[C:9]=[O:10])=[CH:4][C:3]=1[C:11]([F:14])([F:13])[F:12].[C:15]([N:19]1[CH2:24][CH2:23][N:22](C(OC(C)(C)C)=O)[C@@H:21]([C:32]([N:34]2[CH2:39][CH2:38][NH:37][CH2:36][CH2:35]2)=[O:33])[CH2:20]1)([CH3:18])([CH3:17])[CH3:16]. Product: [NH3:8].[CH3:9][OH:10].[C:15]([N:19]1[CH2:24][CH2:23][NH:22][C@@H:21]([C:32]([N:34]2[CH2:39][CH2:38][N:37]([C:9]([NH:8][C:5]3[CH:6]=[CH:7][C:2]([F:1])=[C:3]([C:11]([F:12])([F:13])[F:14])[CH:4]=3)=[O:10])[CH2:36][CH2:35]2)=[O:33])[CH2:20]1)([CH3:18])([CH3:16])[CH3:17]. The catalyst class is: 1. (2) Reactant: [F:1][C:2]([F:30])([F:29])[CH2:3][CH2:4][NH:5][C:6](=[O:28])[C:7]1[CH:12]=[C:11]([N+:13]([O-])=O)[C:10]([NH:16][CH3:17])=[CH:9][C:8]=1[N:18]1[CH2:23][CH2:22][CH:21]([C:24]([F:27])([F:26])[F:25])[CH2:20][CH2:19]1.C1COCC1. Product: [F:30][C:2]([F:1])([F:29])[CH2:3][CH2:4][NH:5][C:6](=[O:28])[C:7]1[CH:12]=[C:11]([NH2:13])[C:10]([NH:16][CH3:17])=[CH:9][C:8]=1[N:18]1[CH2:19][CH2:20][CH:21]([C:24]([F:27])([F:26])[F:25])[CH2:22][CH2:23]1. The catalyst class is: 43. (3) Reactant: Cl[C:2]1[N:7]=[C:6]([Cl:8])[N:5]=[CH:4][N:3]=1.C(N(CC)C(C)C)(C)C.[NH2:18][C:19]1[CH:24]=[CH:23][C:22]([C:25](=[O:30])[C:26]([F:29])([F:28])[F:27])=[CH:21][CH:20]=1. Product: [Cl:8][C:6]1[N:5]=[CH:4][N:3]=[C:2]([NH:18][C:19]2[CH:24]=[CH:23][C:22]([C:25](=[O:30])[C:26]([F:27])([F:28])[F:29])=[CH:21][CH:20]=2)[N:7]=1. The catalyst class is: 9. (4) Reactant: [N:1]1[CH:6]=[CH:5][CH:4]=[CH:3][C:2]=1[CH2:7][NH:8][C:9]([C:11]1[C:12]2[CH:13]=[CH:14][CH:15]=[N:16][C:17]=2[C:18]([O:33]C(C2C=CC=CC=2)C2C=CC=CC=2)=[C:19]2[C:23](=[O:24])[N:22]([CH2:25][C:26]3[CH:31]=[CH:30][C:29]([F:32])=[CH:28][CH:27]=3)[CH2:21][C:20]=12)=[O:10].C([SiH](CC)CC)C.FC(F)(F)C(O)=O. Product: [N:1]1[CH:6]=[CH:5][CH:4]=[CH:3][C:2]=1[CH2:7][NH:8][C:9]([C:11]1[C:12]2[CH:13]=[CH:14][CH:15]=[N:16][C:17]=2[C:18]([OH:33])=[C:19]2[C:23](=[O:24])[N:22]([CH2:25][C:26]3[CH:27]=[CH:28][C:29]([F:32])=[CH:30][CH:31]=3)[CH2:21][C:20]=12)=[O:10]. The catalyst class is: 4. (5) Reactant: [OH:1][CH:2]([CH2:27][C:28]1[CH:33]=[CH:32][CH:31]=[CH:30][CH:29]=1)[CH2:3][NH:4][C:5]([C:7]1[C:11]([NH:12][C:13]([C:15]2[CH:20]=[CH:19][CH:18]=[CH:17][N:16]=2)=[O:14])=[CH:10][N:9](C2CCCCO2)[N:8]=1)=[O:6].O.C1(C)C=CC(S(O)(=O)=O)=CC=1.C(=O)([O-])O.[Na+]. Product: [OH:1][CH:2]([CH2:27][C:28]1[CH:29]=[CH:30][CH:31]=[CH:32][CH:33]=1)[CH2:3][NH:4][C:5]([C:7]1[C:11]([NH:12][C:13]([C:15]2[CH:20]=[CH:19][CH:18]=[CH:17][N:16]=2)=[O:14])=[CH:10][NH:9][N:8]=1)=[O:6]. The catalyst class is: 8. (6) Reactant: [NH2:1][C:2]1[CH:3]=[C:4]([C:8]2([OH:25])[CH:13]3[CH2:14][CH2:15][CH:9]2[CH2:10][N:11]([CH2:16][C:17]2[CH:22]=[CH:21][C:20]([O:23][CH3:24])=[CH:19][CH:18]=2)[CH2:12]3)[CH:5]=[CH:6][CH:7]=1.[CH3:26][S:27](Cl)(=[O:29])=[O:28].O. Product: [OH:25][C:8]1([C:4]2[CH:3]=[C:2]([NH:1][S:27]([CH3:26])(=[O:29])=[O:28])[CH:7]=[CH:6][CH:5]=2)[CH:13]2[CH2:14][CH2:15][CH:9]1[CH2:10][N:11]([CH2:16][C:17]1[CH:18]=[CH:19][C:20]([O:23][CH3:24])=[CH:21][CH:22]=1)[CH2:12]2. The catalyst class is: 17.